This data is from Peptide-MHC class II binding affinity with 134,281 pairs from IEDB. The task is: Regression. Given a peptide amino acid sequence and an MHC pseudo amino acid sequence, predict their binding affinity value. This is MHC class II binding data. (1) The peptide sequence is MSGHALAARTLLAAA. The MHC is DRB1_1302 with pseudo-sequence DRB1_1302. The binding affinity (normalized) is 0.275. (2) The peptide sequence is DITVKNCVLKKSTNG. The MHC is HLA-DQA10101-DQB10501 with pseudo-sequence HLA-DQA10101-DQB10501. The binding affinity (normalized) is 0. (3) The peptide sequence is KLKLYTGEACRTGDR. The MHC is DRB1_0701 with pseudo-sequence DRB1_0701. The binding affinity (normalized) is 0.169. (4) The peptide sequence is GYKVLVLNPSVAAT. The MHC is HLA-DPA10201-DPB10101 with pseudo-sequence HLA-DPA10201-DPB10101. The binding affinity (normalized) is 0.400. (5) The peptide sequence is GGVVQPGRSLRLSCA. The MHC is DRB1_0901 with pseudo-sequence DRB1_0901. The binding affinity (normalized) is 0.772. (6) The peptide sequence is FNIQYVNYWFAPGAA. The MHC is DRB1_1201 with pseudo-sequence DRB1_1201. The binding affinity (normalized) is 0.145. (7) The peptide sequence is LVGPTPVNIIGRNLLTQLGC. The MHC is DRB5_0101 with pseudo-sequence DRB5_0101. The binding affinity (normalized) is 0.114.